Dataset: Full USPTO retrosynthesis dataset with 1.9M reactions from patents (1976-2016). Task: Predict the reactants needed to synthesize the given product. (1) Given the product [P:42]([O:43][CH2:44][CH:45]=[CH2:46])([O:47][CH2:48][CH:49]=[CH2:50])([O:11][CH2:10][C@@:9]([NH:8][C:6]([O:5][C:1]([CH3:4])([CH3:3])[CH3:2])=[O:7])([CH3:32])[CH2:12][CH2:13][C:14]1[N:15]([CH3:31])[C:16]([C:19](=[O:30])[CH2:20][CH2:21][CH2:22][CH2:23][C:24]2[CH:25]=[CH:26][CH:27]=[CH:28][CH:29]=2)=[CH:17][CH:18]=1)=[O:58], predict the reactants needed to synthesize it. The reactants are: [C:1]([O:5][C:6]([NH:8][C@:9]([CH3:32])([CH2:12][CH2:13][C:14]1[N:15]([CH3:31])[C:16]([C:19](=[O:30])[CH2:20][CH2:21][CH2:22][CH2:23][C:24]2[CH:29]=[CH:28][CH:27]=[CH:26][CH:25]=2)=[CH:17][CH:18]=1)[CH2:10][OH:11])=[O:7])([CH3:4])([CH3:3])[CH3:2].N1C=NN=N1.C(N(C(C)C)[P:42]([O:47][CH2:48][CH:49]=[CH2:50])[O:43][CH2:44][CH:45]=[CH2:46])(C)C.C([O:58]O)(C)(C)C.CCCCCCCCCC.S([O-])([O-])=O.[Na+].[Na+]. (2) Given the product [O:15]=[C:6]1[C:7]2[C:12](=[CH:11][CH:10]=[CH:9][CH:8]=2)[C:13](=[O:14])[N:5]1[CH2:4][C@@H:2]([OH:1])[CH2:3][C:18]#[N:19], predict the reactants needed to synthesize it. The reactants are: [O:1]1[CH2:3][C@@H:2]1[CH2:4][N:5]1[C:13](=[O:14])[C:12]2[C:7](=[CH:8][CH:9]=[CH:10][CH:11]=2)[C:6]1=[O:15].OC(C)(C)[C:18]#[N:19].O. (3) Given the product [Cl:1][C:2]1[CH:7]=[CH:6][C:5]([N:8]2[C:12]([CH:13]([CH3:15])[CH3:14])=[C:11]([C:16]([Cl:27])=[O:18])[N:10]=[N:9]2)=[CH:4][CH:3]=1, predict the reactants needed to synthesize it. The reactants are: [Cl:1][C:2]1[CH:7]=[CH:6][C:5]([N:8]2[C:12]([CH:13]([CH3:15])[CH3:14])=[C:11]([C:16]([OH:18])=O)[N:10]=[N:9]2)=[CH:4][CH:3]=1.CN(C=O)C.C(Cl)(=O)C([Cl:27])=O. (4) The reactants are: [NH2:1][C:2]1[CH:3]=[CH:4][C:5]2[NH:11][C:10]3[CH:12]=[C:13]([C:16]4[CH:21]=[CH:20][C:19]([N+:22]([O-:24])=[O:23])=[C:18]([O:25][CH3:26])[CH:17]=4)[CH:14]=[CH:15][C:9]=3[C:8](=[O:27])[NH:7][C:6]=2[CH:28]=1.[CH3:29][N:30]([CH2:32][C:33](O)=[O:34])[CH3:31].CN(C(ON1N=NC2C=CC=NC1=2)=[N+](C)C)C.F[P-](F)(F)(F)(F)F.CCN(CC)CC. Given the product [CH3:29][N:30]([CH3:31])[CH2:32][C:33]([NH:1][C:2]1[CH:3]=[CH:4][C:5]2[NH:11][C:10]3[CH:12]=[C:13]([C:16]4[CH:21]=[CH:20][C:19]([N+:22]([O-:24])=[O:23])=[C:18]([O:25][CH3:26])[CH:17]=4)[CH:14]=[CH:15][C:9]=3[C:8](=[O:27])[NH:7][C:6]=2[CH:28]=1)=[O:34], predict the reactants needed to synthesize it. (5) The reactants are: Br[C:2]1[C:10]2[N:9]3[CH2:11][CH2:12][NH:13][C:14](=[O:15])[C:8]3=[C:7]([CH3:16])[C:6]=2[CH:5]=[C:4]([C:17]#[N:18])[CH:3]=1.[F:19][C:20]1[CH:21]=[C:22](B(O)O)[CH:23]=[CH:24][C:25]=1[CH3:26]. Given the product [F:19][C:20]1[CH:21]=[C:22]([C:2]2[C:10]3[N:9]4[CH2:11][CH2:12][NH:13][C:14](=[O:15])[C:8]4=[C:7]([CH3:16])[C:6]=3[CH:5]=[C:4]([C:17]#[N:18])[CH:3]=2)[CH:23]=[CH:24][C:25]=1[CH3:26], predict the reactants needed to synthesize it. (6) Given the product [F:9][C:4]1[CH:3]=[C:2]([C:24]2([OH:27])[CH2:25][CH2:26][N:22]([C:15]([O:17][C:18]([CH3:20])([CH3:19])[CH3:21])=[O:16])[CH2:23]2)[CH:7]=[CH:6][C:5]=1[F:8], predict the reactants needed to synthesize it. The reactants are: Br[C:2]1[CH:7]=[CH:6][C:5]([F:8])=[C:4]([F:9])[CH:3]=1.C([Li])CCC.[C:15]([N:22]1[CH2:26][CH2:25][C:24](=[O:27])[CH2:23]1)([O:17][C:18]([CH3:21])([CH3:20])[CH3:19])=[O:16].C(=O)([O-])[O-].[Na+].[Na+]. (7) Given the product [Cl:22][C:19]1[CH:18]=[CH:17][C:16]([C:13]2[N:12]([C:23]3[CH:28]=[CH:27][C:26]([Cl:29])=[CH:25][C:24]=3[Cl:30])[N:11]=[C:10]([CH2:9][O:8][C:5]([CH3:6])([CH3:7])[C:4]([OH:31])=[O:3])[C:14]=2[CH3:15])=[CH:21][CH:20]=1, predict the reactants needed to synthesize it. The reactants are: C([O:3][C:4](=[O:31])[C:5]([O:8][CH2:9][C:10]1[C:14]([CH3:15])=[C:13]([C:16]2[CH:21]=[CH:20][C:19]([Cl:22])=[CH:18][CH:17]=2)[N:12]([C:23]2[CH:28]=[CH:27][C:26]([Cl:29])=[CH:25][C:24]=2[Cl:30])[N:11]=1)([CH3:7])[CH3:6])C.[Li+].[OH-].Cl.